From a dataset of Reaction yield outcomes from USPTO patents with 853,638 reactions. Predict the reaction yield, written as a fraction of the theoretical maximum amount of product (1.0 means a 100% yield; for example, 0.34 means a 34% yield). (1) The reactants are [NH2:1][C:2]1[C:11]2[C:6](=[C:7](Br)[CH:8]=[CH:9][CH:10]=2)[N:5]=[N:4][C:3]=1[C:13]([NH:15][CH2:16][CH2:17][CH3:18])=[O:14].[F:19][C:20]1[CH:25]=[CH:24][C:23]([C:26]([F:29])([F:28])[F:27])=[CH:22][C:21]=1B(O)O. No catalyst specified. The product is [NH2:1][C:2]1[C:11]2[C:6](=[C:7]([C:21]3[CH:22]=[C:23]([C:26]([F:28])([F:29])[F:27])[CH:24]=[CH:25][C:20]=3[F:19])[CH:8]=[CH:9][CH:10]=2)[N:5]=[N:4][C:3]=1[C:13]([NH:15][CH2:16][CH2:17][CH3:18])=[O:14]. The yield is 0.780. (2) The reactants are CC1(C)[O:7][CH2:6][C:5]([NH:25]C(=O)OC(C)(C)C)([C:8]2[O:9][C:10]3[CH:16]=[CH:15][C:14]([CH2:17][CH2:18][CH2:19][CH2:20][CH2:21][CH2:22][CH2:23][CH3:24])=[CH:13][C:11]=3[CH:12]=2)[CH2:4][O:3]1.ClC1C=C(C2ON=C(C3C=CC4OC(C5(NC(=O)OC(C)(C)C)COC(C)(C)OC5)=CC=4C=3)N=2)C=CC=1OCCC. No catalyst specified. The product is [NH2:25][C:5]([C:8]1[O:9][C:10]2[CH:16]=[CH:15][C:14]([CH2:17][CH2:18][CH2:19][CH2:20][CH2:21][CH2:22][CH2:23][CH3:24])=[CH:13][C:11]=2[CH:12]=1)([CH2:6][OH:7])[CH2:4][OH:3]. The yield is 0.0100.